Predict the product of the given reaction. From a dataset of Forward reaction prediction with 1.9M reactions from USPTO patents (1976-2016). (1) The product is: [F:33][C:32]([F:35])([F:34])[C:30]([OH:36])=[O:31].[CH3:1][O:2][C:3](=[O:21])[C:4]1[CH:9]=[CH:8][CH:7]=[C:6]([C:10]([NH:14][NH2:15])=[S:11])[CH:5]=1. Given the reactants [CH3:1][O:2][C:3](=[O:21])[C:4]1[CH:9]=[CH:8][CH:7]=[C:6]([C:10]([NH:14][NH:15]OC(C)(C)C)=[S:11]=C=O)[CH:5]=1.C1(OC)C=CC=CC=1.[C:30]([OH:36])([C:32]([F:35])([F:34])[F:33])=[O:31], predict the reaction product. (2) Given the reactants Cl[CH2:2][CH2:3][CH2:4][O:5][C:6]1[CH:11]=[CH:10][C:9]([C:12]2[S:13][C:14]3[CH2:20][CH2:19][CH2:18][CH:17]([NH:21][C:22](=[O:31])[O:23][CH2:24][C:25]4[CH:30]=[CH:29][CH:28]=[CH:27][CH:26]=4)[C:15]=3[N:16]=2)=[CH:8][CH:7]=1.[CH3:32][CH:33]1[CH2:37][CH2:36][CH2:35][NH:34]1, predict the reaction product. The product is: [CH3:32][CH:33]1[CH2:37][CH2:36][CH2:35][N:34]1[CH2:2][CH2:3][CH2:4][O:5][C:6]1[CH:11]=[CH:10][C:9]([C:12]2[S:13][C:14]3[CH2:20][CH2:19][CH2:18][CH:17]([NH:21][C:22](=[O:31])[O:23][CH2:24][C:25]4[CH:30]=[CH:29][CH:28]=[CH:27][CH:26]=4)[C:15]=3[N:16]=2)=[CH:8][CH:7]=1. (3) Given the reactants [CH2:1]([O:3][C:4]([CH:6]1[C:10](=[O:11])[N:9]([C@H:12]([C:14]2[CH:19]=[CH:18][CH:17]=[CH:16][CH:15]=2)[CH3:13])[CH2:8][C@H:7]1[C:20]1([CH2:23][O:24][Si](C(C)(C)C)(C2C=CC=CC=2)C2C=CC=CC=2)[CH2:22][CH2:21]1)=[O:5])[CH3:2], predict the reaction product. The product is: [CH2:1]([O:3][C:4]([CH:6]1[C:10](=[O:11])[N:9]([C@H:12]([C:14]2[CH:15]=[CH:16][CH:17]=[CH:18][CH:19]=2)[CH3:13])[CH2:8][C@H:7]1[C:20]1([CH2:23][OH:24])[CH2:21][CH2:22]1)=[O:5])[CH3:2]. (4) Given the reactants CO[C:3](=[O:29])[CH2:4][C:5]1([CH3:28])[C:13]2[C:8](=[CH:9][CH:10]=[CH:11][CH:12]=2)[N:7]([CH:14]2[CH2:19][CH2:18][N:17]([C:20]([O:22][C:23]([CH3:26])([CH3:25])[CH3:24])=[O:21])[CH2:16][CH2:15]2)[C:6]1=[O:27].[CH3:30][NH2:31], predict the reaction product. The product is: [CH3:28][C:5]1([CH2:4][C:3]([NH:31][CH3:30])=[O:29])[C:13]2[C:8](=[CH:9][CH:10]=[CH:11][CH:12]=2)[N:7]([CH:14]2[CH2:19][CH2:18][N:17]([C:20]([O:22][C:23]([CH3:25])([CH3:24])[CH3:26])=[O:21])[CH2:16][CH2:15]2)[C:6]1=[O:27]. (5) Given the reactants [H-].[Al+3].[Li+].[H-].[H-].[H-].CON(C)[C:10]([C@H:12]1[CH2:21][C:20]2[C:15](=[CH:16][CH:17]=[CH:18][CH:19]=2)[CH2:14][N:13]1[C:22]([O:24][C:25]([CH3:28])([CH3:27])[CH3:26])=[O:23])=[O:11], predict the reaction product. The product is: [CH:10]([C@H:12]1[CH2:21][C:20]2[C:15](=[CH:16][CH:17]=[CH:18][CH:19]=2)[CH2:14][N:13]1[C:22]([O:24][C:25]([CH3:28])([CH3:27])[CH3:26])=[O:23])=[O:11]. (6) The product is: [OH:8][C:3]1[CH:4]=[CH:5][C:6]([N:7]2[CH2:16][CH2:17][CH2:18][C:19]2=[O:20])=[CH:1][CH:2]=1. Given the reactants [CH:1]1[C:6]([NH2:7])=[CH:5][CH:4]=[C:3]([OH:8])[CH:2]=1.C([O-])([O-])=O.[K+].[K+].Cl[CH2:16][CH2:17][CH2:18][C:19](Cl)=[O:20].CN(C=O)C, predict the reaction product. (7) Given the reactants I[C:2]1[CH:3]=[C:4]([CH2:10][C:11]([CH3:20])([CH3:19])[C:12]([O:14][C:15]([CH3:18])([CH3:17])[CH3:16])=[O:13])[CH:5]=[CH:6][C:7]=1[O:8][CH3:9].[B:21]1([B:21]2[O:25][C:24]([CH3:27])([CH3:26])[C:23]([CH3:29])([CH3:28])[O:22]2)[O:25][C:24]([CH3:27])([CH3:26])[C:23]([CH3:29])([CH3:28])[O:22]1.C([O-])(=O)C.[K+].CS(C)=O, predict the reaction product. The product is: [CH3:9][O:8][C:7]1[CH:6]=[CH:5][C:4]([CH2:10][C:11]([CH3:20])([CH3:19])[C:12]([O:14][C:15]([CH3:18])([CH3:17])[CH3:16])=[O:13])=[CH:3][C:2]=1[B:21]1[O:25][C:24]([CH3:27])([CH3:26])[C:23]([CH3:29])([CH3:28])[O:22]1. (8) Given the reactants [CH:1]1([S:4]([C:7]2[C:22]([F:23])=[CH:21][C:20]([N+:24]([O-])=O)=[CH:19][C:8]=2[CH2:9][N:10](C)[C:11](=O)OC(C)(C)C)(=[O:6])=[O:5])[CH2:3][CH2:2]1.O1CCOCC1.[ClH:33], predict the reaction product. The product is: [ClH:33].[CH:1]1([S:4]([C:7]2[C:8]([CH2:9][NH:10][CH3:11])=[CH:19][C:20]([NH2:24])=[CH:21][C:22]=2[F:23])(=[O:6])=[O:5])[CH2:2][CH2:3]1. (9) Given the reactants [OH:1][C:2]1[CH:3]=[C:4]([CH:21]=[CH:22][CH:23]=1)[O:5][CH2:6][C:7]1[CH:12]=[CH:11][CH:10]=[CH:9][C:8]=1/[C:13](=[CH:18]\[O:19][CH3:20])/[C:14]([O:16][CH3:17])=[O:15].[CH2:24](Br)[C:25]1[CH:30]=[CH:29][CH:28]=[CH:27][CH:26]=1.C(=O)([O-])[O-].[Cs+].[Cs+], predict the reaction product. The product is: [CH2:24]([O:1][C:2]1[CH:3]=[C:4]([CH:21]=[CH:22][CH:23]=1)[O:5][CH2:6][C:7]1[CH:12]=[CH:11][CH:10]=[CH:9][C:8]=1/[C:13](=[CH:18]\[O:19][CH3:20])/[C:14]([O:16][CH3:17])=[O:15])[C:25]1[CH:30]=[CH:29][CH:28]=[CH:27][CH:26]=1. (10) Given the reactants [Br:1][C:2]1[C:10]2[C:5](=[N:6][CH:7]=[C:8]([F:11])[CH:9]=2)[NH:4][CH:3]=1.[H-].[Na+].[S:14](Cl)([C:17]1[CH:23]=[CH:22][C:20]([CH3:21])=[CH:19][CH:18]=1)(=[O:16])=[O:15].O, predict the reaction product. The product is: [Br:1][C:2]1[C:10]2[C:5](=[N:6][CH:7]=[C:8]([F:11])[CH:9]=2)[N:4]([S:14]([C:17]2[CH:23]=[CH:22][C:20]([CH3:21])=[CH:19][CH:18]=2)(=[O:16])=[O:15])[CH:3]=1.